This data is from Catalyst prediction with 721,799 reactions and 888 catalyst types from USPTO. The task is: Predict which catalyst facilitates the given reaction. (1) Reactant: [NH2:1][C:2]1[CH:9]=[CH:8][C:5]([C:6]#[N:7])=[C:4]([Cl:10])[CH:3]=1.[O:11]1[C:16](=[O:17])[CH2:15][O:14][CH2:13][C:12]1=[O:18]. The catalyst class is: 20. Product: [Cl:10][C:4]1[CH:3]=[C:2]([NH:1][C:16](=[O:17])[CH2:15][O:14][CH2:13][C:12]([OH:18])=[O:11])[CH:9]=[CH:8][C:5]=1[C:6]#[N:7]. (2) Reactant: Cl.[NH2:2][C@@H:3]([CH2:17][CH2:18][CH2:19][CH3:20])[C@@H:4]([OH:16])[CH2:5][NH:6][S:7]([C:10]1[CH:15]=[CH:14][CH:13]=[CH:12][N:11]=1)(=[O:9])=[O:8].Cl.N[C@@H](CCCC)[C@H](O)CNS(C1C=CC=CN=1)(=O)=O.[C:41](=O)([O:60]C1C=CC([N+]([O-])=O)=CC=1)[O:42][C@H:43]([CH2:48][N:49]1[C:53]2[CH:54]=[C:55]([Cl:59])[C:56]([Cl:58])=[CH:57][C:52]=2[N:51]=[CH:50]1)[C:44]([CH3:47])([CH3:46])[CH3:45].C(N(C(C)C)CC)(C)C. Product: [OH:16][C@@H:4]([C@@H:3]([NH:2][C:41](=[O:60])[O:42][C@H:43]([CH2:48][N:49]1[C:53]2[CH:54]=[C:55]([Cl:59])[C:56]([Cl:58])=[CH:57][C:52]=2[N:51]=[CH:50]1)[C:44]([CH3:47])([CH3:46])[CH3:45])[CH2:17][CH2:18][CH2:19][CH3:20])[CH2:5][NH:6][S:7]([C:10]1[CH:15]=[CH:14][CH:13]=[CH:12][N:11]=1)(=[O:9])=[O:8]. The catalyst class is: 9. (3) Reactant: [CH3:1][O:2][C:3]1[C:4]([CH3:25])=[C:5]([C:16]([O:23][CH3:24])=[C:17]([O:21][CH3:22])[C:18]=1[O:19][CH3:20])[CH2:6][C:7]1[CH:14]=[CH:13][C:10]([CH:11]=[O:12])=[C:9]([OH:15])[CH:8]=1.C(=O)([O-])[O-].[Na+].[Na+].[CH2:32](Br)[C:33]1[CH:38]=[CH:37][CH:36]=[CH:35][CH:34]=1. Product: [CH3:1][O:2][C:3]1[C:4]([CH3:25])=[C:5]([C:16]([O:23][CH3:24])=[C:17]([O:21][CH3:22])[C:18]=1[O:19][CH3:20])[CH2:6][C:7]1[CH:14]=[CH:13][C:10]([CH:11]=[O:12])=[C:9]([O:15][CH2:32][C:33]2[CH:38]=[CH:37][CH:36]=[CH:35][CH:34]=2)[CH:8]=1. The catalyst class is: 21. (4) The catalyst class is: 14. Product: [Cl:1][C:2]1[C:7]2[O:8][CH2:9][O:10][C:6]=2[CH:5]=[C:4]([CH2:11][C@H:12]([NH:20][C:21](=[O:27])[O:22][C:23]([CH3:25])([CH3:24])[CH3:26])[C@H:13]([OH:19])[C:14]2[S:15][CH:16]=[CH:17][N:18]=2)[CH:3]=1. Reactant: [Cl:1][C:2]1[C:7]2[O:8][CH2:9][O:10][C:6]=2[CH:5]=[C:4]([CH2:11][C@H:12]([NH:20][C:21](=[O:27])[O:22][C:23]([CH3:26])([CH3:25])[CH3:24])[C:13](=[O:19])[C:14]2[S:15][CH:16]=[CH:17][N:18]=2)[CH:3]=1.[H-].C(O[Al](OC(C)(C)C)OC(C)(C)C)(C)(C)C.[Li+].C1COCC1. (5) Reactant: [C:1]([O:5][C:6]([NH:8][C:9]1[S:10][C:11]([C:14]([OH:16])=O)=[CH:12][N:13]=1)=[O:7])([CH3:4])([CH3:3])[CH3:2].O.O[N:19]1[C:23]2C=CC=CC=2N=N1.C(N(CC)C(C)C)(C)C.Cl.CN. Product: [CH3:23][NH:19][C:14]([C:11]1[S:10][C:9]([NH:8][C:6](=[O:7])[O:5][C:1]([CH3:2])([CH3:3])[CH3:4])=[N:13][CH:12]=1)=[O:16]. The catalyst class is: 10. (6) Reactant: [NH:1]1[C:5]2[CH:6]=[CH:7][CH:8]=[CH:9][C:4]=2[N:3]=[C:2]1[C:10]1[CH:11]=[C:12]([CH:14]=[CH:15][C:16]=1[Cl:17])[NH2:13].C([O-])([O-])=O.[Na+].[Na+].[CH3:24][C:25]1[CH:26]=[C:27]([C:34]2[CH:39]=[CH:38][CH:37]=[CH:36][CH:35]=2)[CH:28]=[CH:29][C:30]=1[C:31](Cl)=[O:32].O. Product: [NH:1]1[C:5]2[CH:6]=[CH:7][CH:8]=[CH:9][C:4]=2[N:3]=[C:2]1[C:10]1[CH:11]=[C:12]([NH:13][C:31]([C:30]2[CH:29]=[CH:28][C:27]([C:34]3[CH:35]=[CH:36][CH:37]=[CH:38][CH:39]=3)=[CH:26][C:25]=2[CH3:24])=[O:32])[CH:14]=[CH:15][C:16]=1[Cl:17]. The catalyst class is: 2. (7) Reactant: O[C:2]1([CH2:8][C:9]2[N:14]=[CH:13][C:12]([C:15]3[C:16]([CH3:34])=[N:17][CH:18]=[C:19]([NH:21][C:22](=[O:33])[C:23]4[CH:28]=[CH:27][CH:26]=[C:25]([C:29]([F:32])([F:31])[F:30])[CH:24]=4)[CH:20]=3)=[CH:11][C:10]=2[N:35]2[CH2:40][CH2:39][O:38][CH2:37][CH2:36]2)[CH2:7][CH2:6][O:5][CH2:4][CH2:3]1.CCN(S(F)(F)F)CC. Product: [O:5]1[CH2:4][CH2:3][C:2](=[CH:8][C:9]2[N:14]=[CH:13][C:12]([C:15]3[C:16]([CH3:34])=[N:17][CH:18]=[C:19]([NH:21][C:22](=[O:33])[C:23]4[CH:28]=[CH:27][CH:26]=[C:25]([C:29]([F:31])([F:30])[F:32])[CH:24]=4)[CH:20]=3)=[CH:11][C:10]=2[N:35]2[CH2:36][CH2:37][O:38][CH2:39][CH2:40]2)[CH2:7][CH2:6]1. The catalyst class is: 2. (8) Reactant: CCN=C=NCCCN(C)C.Cl.C1C=CC2N(O)N=NC=2C=1.[F:23][CH:24]([F:28])[C:25](O)=[O:26].[NH2:29][C:30]1[S:31][C:32]([CH:38]2[CH2:43][CH2:42][CH2:41][CH2:40][CH2:39]2)=[CH:33][C:34]=1[C:35]([NH2:37])=[O:36]. Product: [CH:38]1([C:32]2[S:31][C:30]([NH:29][C:25](=[O:26])[CH:24]([F:28])[F:23])=[C:34]([C:35]([NH2:37])=[O:36])[CH:33]=2)[CH2:39][CH2:40][CH2:41][CH2:42][CH2:43]1. The catalyst class is: 650.